Dataset: Full USPTO retrosynthesis dataset with 1.9M reactions from patents (1976-2016). Task: Predict the reactants needed to synthesize the given product. (1) Given the product [NH2:19][C:17]1[C:16]([C:20]#[N:21])=[C:15]([NH:28][CH:25]([CH3:27])[CH3:26])[N:14]=[C:13]([C:11]([NH:10][CH2:9][C:8]2[CH:23]=[CH:24][C:5]([S:2]([CH3:1])(=[O:4])=[O:3])=[CH:6][CH:7]=2)=[O:12])[CH:18]=1, predict the reactants needed to synthesize it. The reactants are: [CH3:1][S:2]([C:5]1[CH:24]=[CH:23][C:8]([CH2:9][NH:10][C:11]([C:13]2[CH:18]=[C:17]([NH2:19])[C:16]([C:20]#[N:21])=[C:15](Cl)[N:14]=2)=[O:12])=[CH:7][CH:6]=1)(=[O:4])=[O:3].[CH:25]([NH2:28])([CH3:27])[CH3:26]. (2) Given the product [CH3:15][C@H:2]1[O:8][CH2:7][C@@H:6]([C:9]2[CH:14]=[CH:13][CH:12]=[CH:11][CH:10]=2)[NH:5][C:3]1=[O:4], predict the reactants needed to synthesize it. The reactants are: Cl[CH:2]([CH3:15])[C:3]([NH:5][C@H:6]([C:9]1[CH:14]=[CH:13][CH:12]=[CH:11][CH:10]=1)[CH2:7][OH:8])=[O:4].CC(C)([O-])C.[K+].Cl. (3) Given the product [OH-:15].[CH2:2]([N+:6]1[CH:10]=[CH:9][N:8]([CH2:11][CH:12]([CH3:14])[CH3:13])[CH:7]=1)[CH:3]([CH3:5])[CH3:4], predict the reactants needed to synthesize it. The reactants are: [Br-].[CH2:2]([N+:6]1[CH:10]=[CH:9][N:8]([CH2:11][CH:12]([CH3:14])[CH3:13])[CH:7]=1)[CH:3]([CH3:5])[CH3:4].[OH-:15]. (4) Given the product [F:1][C:2]([F:5])=[CH:37][CH:34]1[CH2:35][CH2:36][CH:31]([CH:28]2[CH2:29][CH2:30][CH:25](/[CH:22]=[CH:23]/[CH3:24])[CH2:26][CH2:27]2)[CH2:32][CH2:33]1, predict the reactants needed to synthesize it. The reactants are: [F:1][C:2]([F:5])(Br)Br.C(N(P(N(CC)CC)N(CC)CC)CC)C.[CH:22](/[CH:25]1[CH2:30][CH2:29][CH:28]([CH:31]2[CH2:36][CH2:35][CH:34]([CH:37]=O)[CH2:33][CH2:32]2)[CH2:27][CH2:26]1)=[CH:23]\[CH3:24].Cl.